Predict the product of the given reaction. From a dataset of Forward reaction prediction with 1.9M reactions from USPTO patents (1976-2016). (1) Given the reactants C(S(C1C=CC(CNC(C2C=C3CN[C@@H](C(C)C)C3=NC=2)=O)=CC=1)(=O)=O)C.[CH2:28]([S:30]([C:33]1[CH:38]=[CH:37][C:36]([CH2:39][C:40]([NH:42][C:43]2[CH:44]=[C:45]3[CH2:51][N:50](C(OC(C)(C)C)=O)[C@@H:49]([CH:59]([CH3:61])[CH3:60])[C:46]3=[N:47][CH:48]=2)=[O:41])=[CH:35][CH:34]=1)(=[O:32])=[O:31])[CH3:29], predict the reaction product. The product is: [CH2:28]([S:30]([C:33]1[CH:34]=[CH:35][C:36]([CH2:39][C:40]([NH:42][C:43]2[CH:44]=[C:45]3[CH2:51][NH:50][C@@H:49]([CH:59]([CH3:60])[CH3:61])[C:46]3=[N:47][CH:48]=2)=[O:41])=[CH:37][CH:38]=1)(=[O:32])=[O:31])[CH3:29]. (2) Given the reactants [CH:1]([C:3]1[CH:27]=[CH:26][C:6]([O:7][C:8]2[CH:13]=[CH:12][C:11]([C:14](=[CH:18][C:19]3[CH:24]=[CH:23][C:22]([CH3:25])=[CH:21][CH:20]=3)[C:15]([OH:17])=[O:16])=[CH:10][CH:9]=2)=[CH:5][CH:4]=1)=O.[S:28]1[CH2:32][C:31](=[O:33])[NH:30][C:29]1=[O:34].C(O)(=O)C1C=CC=CC=1.N1CCCCC1.Cl, predict the reaction product. The product is: [O:34]=[C:29]1[NH:30][C:31](=[O:33])[C:32](=[CH:1][C:3]2[CH:4]=[CH:5][C:6]([O:7][C:8]3[CH:9]=[CH:10][C:11]([C:14](=[CH:18][C:19]4[CH:20]=[CH:21][C:22]([CH3:25])=[CH:23][CH:24]=4)[C:15]([OH:17])=[O:16])=[CH:12][CH:13]=3)=[CH:26][CH:27]=2)[S:28]1. (3) Given the reactants [Cr](Cl)([O-])(=O)=O.[NH+]1C=CC=CC=1.C([O-])(=O)C.[Na+].[CH3:17][C:18]1[CH:19]=[CH:20][C:21]2[N:22]([C:24]([CH2:34][CH:35]([C:37]3[S:38][CH:39]=[CH:40][CH:41]=3)[OH:36])=[C:25]([C:27]3[CH:32]=[CH:31][C:30]([CH3:33])=[CH:29][CH:28]=3)[N:26]=2)[CH:23]=1.O, predict the reaction product. The product is: [CH3:17][C:18]1[CH:19]=[CH:20][C:21]2[N:22]([C:24]([CH2:34][C:35]([C:37]3[S:38][CH:39]=[CH:40][CH:41]=3)=[O:36])=[C:25]([C:27]3[CH:28]=[CH:29][C:30]([CH3:33])=[CH:31][CH:32]=3)[N:26]=2)[CH:23]=1. (4) The product is: [F:28][C:26]1[CH:25]=[CH:24][C:23]([S:29]([CH3:32])(=[O:31])=[O:30])=[C:22]([C:20]2[N:19]=[C:18]([N:33]3[CH2:38][CH2:37][O:36][CH2:35][C@@H:34]3[CH3:39])[N:17]=[C:16]([C:13]3[CH:12]=[CH:11][C:10]([NH:9][C:8]([NH:41][C@H:42]([CH3:45])[CH2:43][OH:44])=[O:40])=[CH:15][CH:14]=3)[CH:21]=2)[CH:27]=1. Given the reactants C1(O[C:8](=[O:40])[NH:9][C:10]2[CH:15]=[CH:14][C:13]([C:16]3[CH:21]=[C:20]([C:22]4[CH:27]=[C:26]([F:28])[CH:25]=[CH:24][C:23]=4[S:29]([CH3:32])(=[O:31])=[O:30])[N:19]=[C:18]([N:33]4[CH2:38][CH2:37][O:36][CH2:35][C@@H:34]4[CH3:39])[N:17]=3)=[CH:12][CH:11]=2)C=CC=CC=1.[NH2:41][C@H:42]([CH3:45])[CH2:43][OH:44], predict the reaction product. (5) The product is: [Br:22][C:17]1[CH:16]=[CH:15][C:14]([O:13][CH3:12])=[CH:21][C:18]=1[CH2:19][O:11][C:1]1[C:10]2[C:5](=[CH:6][CH:7]=[CH:8][CH:9]=2)[CH:4]=[CH:3][CH:2]=1. Given the reactants [C:1]1([OH:11])[C:10]2[C:5](=[CH:6][CH:7]=[CH:8][CH:9]=2)[CH:4]=[CH:3][CH:2]=1.[CH3:12][O:13][C:14]1[CH:15]=[CH:16][C:17]([Br:22])=[C:18]([CH:21]=1)[CH2:19]O, predict the reaction product. (6) Given the reactants [C:1]([O:5][C:6]([NH:8][C:9]1[CH:10]=[CH:11][C:12]([N:15]2[CH2:20][CH2:19][C:18]3=[C:21]([C:24]([O:26]CC)=O)[NH:22][N:23]=[C:17]3[CH2:16]2)=[N:13][CH:14]=1)=[O:7])([CH3:4])([CH3:3])[CH3:2].[NH3:29], predict the reaction product. The product is: [C:1]([O:5][C:6]([NH:8][C:9]1[CH:10]=[CH:11][C:12]([N:15]2[CH2:20][CH2:19][C:18]3=[C:21]([C:24]([NH2:29])=[O:26])[NH:22][N:23]=[C:17]3[CH2:16]2)=[N:13][CH:14]=1)=[O:7])([CH3:3])([CH3:4])[CH3:2]. (7) Given the reactants I[C:2]1[CH:7]=[CH:6][C:5]([C:8]([NH:10][CH3:11])=[O:9])=[CH:4][CH:3]=1.[C:12]([Si:14]([CH3:17])([CH3:16])[CH3:15])#[CH:13].CCN(CC)CC, predict the reaction product. The product is: [CH3:11][NH:10][C:8](=[O:9])[C:5]1[CH:6]=[CH:7][C:2]([C:13]#[C:12][Si:14]([CH3:17])([CH3:16])[CH3:15])=[CH:3][CH:4]=1. (8) Given the reactants [C:1]([N:4]1[C:13]2[C:8](=[CH:9][CH:10]=[C:11]([NH2:14])[CH:12]=2)[N:7]([C:15]([O:17][CH:18]([CH3:20])[CH3:19])=[O:16])[CH2:6][C@@H:5]1[CH3:21])(=[O:3])[CH3:2].Cl[C:23]([O:25][CH3:26])=[O:24].C(OC(=O)C)(=O)C.C(NC1C=C2C(=CC=1C1C=NN(C3CC3)C=1)N(C(OC(C)C)=O)C[C@H](C)N2C(=O)C)(=O)C, predict the reaction product. The product is: [C:1]([N:4]1[C:13]2[C:8](=[CH:9][CH:10]=[C:11]([NH:14][C:23]([O:25][CH3:26])=[O:24])[CH:12]=2)[N:7]([C:15]([O:17][CH:18]([CH3:20])[CH3:19])=[O:16])[CH2:6][C@@H:5]1[CH3:21])(=[O:3])[CH3:2]. (9) Given the reactants [C:1]([N:4]1[CH2:9][CH2:8][C@@H:7]([NH:10][S:11]([CH:14]([CH3:16])[CH3:15])(=[O:13])=[O:12])[C@H:6]([C:17]2[CH:22]=[CH:21][C:20]([N+:23]([O-])=O)=[CH:19][CH:18]=2)[CH2:5]1)(=[O:3])[CH3:2].[H][H], predict the reaction product. The product is: [C:1]([N:4]1[CH2:9][CH2:8][C@@H:7]([NH:10][S:11]([CH:14]([CH3:16])[CH3:15])(=[O:13])=[O:12])[C@H:6]([C:17]2[CH:18]=[CH:19][C:20]([NH2:23])=[CH:21][CH:22]=2)[CH2:5]1)(=[O:3])[CH3:2].